This data is from Peptide-MHC class I binding affinity with 185,985 pairs from IEDB/IMGT. The task is: Regression. Given a peptide amino acid sequence and an MHC pseudo amino acid sequence, predict their binding affinity value. This is MHC class I binding data. The peptide sequence is CPFLFLMLL. The MHC is HLA-B35:01 with pseudo-sequence HLA-B35:01. The binding affinity (normalized) is 0.329.